Dataset: Catalyst prediction with 721,799 reactions and 888 catalyst types from USPTO. Task: Predict which catalyst facilitates the given reaction. (1) Reactant: [N+:1]([C:4]1[O:8][C:7]([C:9](Cl)=[O:10])=[CH:6][CH:5]=1)([O-:3])=[O:2].[CH3:12][N:13]1[CH2:18][CH2:17][N:16]([C:19]2[CH:24]=[CH:23][C:22]([NH2:25])=[CH:21][CH:20]=2)[CH2:15][CH2:14]1.CCN(CC)CC. The catalyst class is: 2. Product: [CH3:12][N:13]1[CH2:14][CH2:15][N:16]([C:19]2[CH:24]=[CH:23][C:22]([NH:25][C:9]([C:7]3[O:8][C:4]([N+:1]([O-:3])=[O:2])=[CH:5][CH:6]=3)=[O:10])=[CH:21][CH:20]=2)[CH2:17][CH2:18]1. (2) Product: [C:1]([Si:5]([O:6][CH2:7][C:8]([CH3:12])([CH3:11])[C:9]#[CH:15])([CH3:14])[CH3:13])([CH3:4])([CH3:3])[CH3:2]. The catalyst class is: 5. Reactant: [C:1]([Si:5]([CH3:14])([CH3:13])[O:6][CH2:7][C:8]([CH3:12])([CH3:11])[CH:9]=O)([CH3:4])([CH3:3])[CH3:2].[CH3:15]OP(C(=[N+]=[N-])C(=O)C)(=O)OC.C([O-])([O-])=O.[K+].[K+]. (3) Reactant: [NH:1]1[C:5]2=[N:6][CH:7]=[CH:8][CH:9]=[C:4]2[CH:3]=[CH:2]1.[CH:10]1[CH:15]=[C:14]([Cl:16])[CH:13]=[C:12]([C:17]([O:19]O)=[O:18])[CH:11]=1. Product: [NH:1]1[C:5]2=[N:6][CH:7]=[CH:8][CH:9]=[C:4]2[CH:3]=[CH:2]1.[NH+:1]1([O-:18])[C:5]2=[N:6][CH:7]=[CH:8][CH:9]=[C:4]2[CH:3]=[CH:2]1.[CH:10]1[CH:15]=[C:14]([Cl:16])[CH:13]=[C:12]([C:17]([OH:19])=[O:18])[CH:11]=1. The catalyst class is: 25. (4) Reactant: [CH2:1]([Si:19](Cl)(Cl)Cl)[CH2:2][CH2:3][CH2:4][CH2:5][CH2:6][CH2:7][CH2:8][CH2:9][CH2:10][CH2:11][CH2:12][CH2:13][CH2:14][CH2:15][CH2:16][CH2:17][CH3:18].[CH2:23]([Mg]Cl)[CH:24]=[CH2:25].C(=O)=O.O. Product: [CH2:1]([Si:19]([CH2:6][CH:5]=[CH2:4])([CH2:3][CH:2]=[CH2:1])[CH2:23][CH:24]=[CH2:25])[CH2:2][CH2:3][CH2:4][CH2:5][CH2:6][CH2:7][CH2:8][CH2:9][CH2:10][CH2:11][CH2:12][CH2:13][CH2:14][CH2:15][CH2:16][CH2:17][CH3:18]. The catalyst class is: 506. (5) The catalyst class is: 2. Reactant: [C:1]([C:4]1[CH:11]=[CH:10][CH:9]=[CH:8][C:5]=1[CH:6]=O)(=[O:3])[CH3:2].[CH3:12][N:13]1[CH2:18][CH2:17][NH:16][CH2:15][CH2:14]1.[BH-](OC(C)=O)(OC(C)=O)OC(C)=O.[Na+].C(O)(=O)C. Product: [CH3:12][N:13]1[CH2:18][CH2:17][N:16]([CH2:6][C:5]2[CH:8]=[CH:9][CH:10]=[CH:11][C:4]=2[C:1](=[O:3])[CH3:2])[CH2:15][CH2:14]1. (6) Reactant: [CH2:1]([O:3][C:4]([C:6]1[O:7][C:8]2[CH:14]=[CH:13][C:12]([N+:15]([O-])=O)=[CH:11][C:9]=2[CH:10]=1)=[O:5])[CH3:2]. Product: [CH2:1]([O:3][C:4]([C:6]1[O:7][C:8]2[CH:14]=[CH:13][C:12]([NH2:15])=[CH:11][C:9]=2[CH:10]=1)=[O:5])[CH3:2]. The catalyst class is: 99. (7) Reactant: [Br:1][C:2]1[CH:7]=[CH:6][C:5]([O:8][CH2:9][C:10]2[CH:19]=[CH:18][C:17]3[C:12](=[CH:13][CH:14]=[CH:15][CH:16]=3)[CH:11]=2)=[CH:4][C:3]=1[NH2:20].[Cl:21][C:22]1[CH:23]=[C:24]([N:29]=[C:30]=[S:31])[CH:25]=[C:26]([Cl:28])[CH:27]=1. Product: [Cl:21][C:22]1[CH:23]=[C:24]([NH:29][C:30]([NH:20][C:3]2[CH:4]=[C:5]([O:8][CH2:9][C:10]3[C:11]4[C:12](=[CH:13][CH:14]=[CH:15][CH:16]=4)[CH:17]=[CH:18][CH:19]=3)[CH:6]=[CH:7][C:2]=2[Br:1])=[S:31])[CH:25]=[C:26]([Cl:28])[CH:27]=1. The catalyst class is: 4. (8) Reactant: [F:1][C:2]1[CH:7]=[CH:6][CH:5]=[C:4]([F:8])[C:3]=1[C:9]1[N:10](S(C2C=CC=CC=2)(=O)=O)[C:11]2[C:16]([CH:17]=1)=[CH:15][C:14]([C:18]1[C:19]([CH3:29])=[CH:20][C:21]([C:24]3[O:25][CH:26]=[CH:27][N:28]=3)=[N:22][CH:23]=1)=[CH:13][CH:12]=2.C(=O)([O-])[O-].[Cs+].[Cs+].CO. Product: [F:8][C:4]1[CH:5]=[CH:6][CH:7]=[C:2]([F:1])[C:3]=1[C:9]1[NH:10][C:11]2[C:16]([CH:17]=1)=[CH:15][C:14]([C:18]1[C:19]([CH3:29])=[CH:20][C:21]([C:24]3[O:25][CH:26]=[CH:27][N:28]=3)=[N:22][CH:23]=1)=[CH:13][CH:12]=2. The catalyst class is: 116. (9) Reactant: [Cl:1][C:2]1[CH:3]=[CH:4][C:5]2[CH:9]=[C:8]([S:10]([N:13]3[CH2:18][CH2:17][N:16]([CH2:19][C:20]4[S:21][CH:22]=[C:23]([C:25](O)=[O:26])[N:24]=4)[C:15](=[O:28])[CH2:14]3)(=[O:12])=[O:11])[S:7][C:6]=2[CH:29]=1.[CH3:30][N:31](C(ON1N=NC2C=CC=CC1=2)=[N+](C)C)[CH3:32].[B-](F)(F)(F)F.C(N(C(C)C)CC)(C)C.Cl.CNC. Product: [CH3:30][N:31]([CH3:32])[C:25]([C:23]1[N:24]=[C:20]([CH2:19][N:16]2[CH2:17][CH2:18][N:13]([S:10]([C:8]3[S:7][C:6]4[CH:29]=[C:2]([Cl:1])[CH:3]=[CH:4][C:5]=4[CH:9]=3)(=[O:12])=[O:11])[CH2:14][C:15]2=[O:28])[S:21][CH:22]=1)=[O:26]. The catalyst class is: 60. (10) Product: [F:1][C:2]1([F:17])[CH2:6][CH2:5][C@@H:4]([C:7]([OH:9])=[O:8])[CH2:3]1. Reactant: [F:1][C:2]1([F:17])[CH2:6][CH2:5][C@@H:4]([C:7]([O:9]CC2C=CC=CC=2)=[O:8])[CH2:3]1.[Li+].[OH-].O. The catalyst class is: 5.